Dataset: HIV replication inhibition screening data with 41,000+ compounds from the AIDS Antiviral Screen. Task: Binary Classification. Given a drug SMILES string, predict its activity (active/inactive) in a high-throughput screening assay against a specified biological target. (1) The compound is COc1ccc(CN2C(=O)C(=O)N(C)C2=O)c2ccccc12. The result is 0 (inactive). (2) The drug is Cc1cc2c3ccccc3[nH]c2c2ccnc(C)c12. The result is 0 (inactive).